From a dataset of Peptide-MHC class I binding affinity with 185,985 pairs from IEDB/IMGT. Regression. Given a peptide amino acid sequence and an MHC pseudo amino acid sequence, predict their binding affinity value. This is MHC class I binding data. (1) The peptide sequence is HLKRTILAL. The MHC is HLA-A01:01 with pseudo-sequence HLA-A01:01. The binding affinity (normalized) is 0.0847. (2) The peptide sequence is ARHGEYAPF. The MHC is HLA-B15:17 with pseudo-sequence HLA-B15:17. The binding affinity (normalized) is 0.0847. (3) The peptide sequence is SDAAARVTAI. The MHC is Patr-B2401 with pseudo-sequence Patr-B2401. The binding affinity (normalized) is 0.285.